The task is: Regression. Given two drug SMILES strings and cell line genomic features, predict the synergy score measuring deviation from expected non-interaction effect.. This data is from NCI-60 drug combinations with 297,098 pairs across 59 cell lines. (1) Drug 1: COCCOC1=C(C=C2C(=C1)C(=NC=N2)NC3=CC=CC(=C3)C#C)OCCOC.Cl. Drug 2: CC1C(C(CC(O1)OC2CC(CC3=C2C(=C4C(=C3O)C(=O)C5=C(C4=O)C(=CC=C5)OC)O)(C(=O)CO)O)N)O.Cl. Cell line: MCF7. Synergy scores: CSS=42.3, Synergy_ZIP=0.609, Synergy_Bliss=1.21, Synergy_Loewe=-9.45, Synergy_HSA=3.09. (2) Drug 1: C1C(C(OC1N2C=NC3=C(N=C(N=C32)Cl)N)CO)O. Drug 2: C1=NC2=C(N=C(N=C2N1C3C(C(C(O3)CO)O)F)Cl)N. Cell line: BT-549. Synergy scores: CSS=32.1, Synergy_ZIP=3.96, Synergy_Bliss=8.59, Synergy_Loewe=0.350, Synergy_HSA=6.40.